Dataset: Catalyst prediction with 721,799 reactions and 888 catalyst types from USPTO. Task: Predict which catalyst facilitates the given reaction. (1) Reactant: F[C:2]1[CH:7]=[CH:6][C:5]([N+:8]([O-:10])=[O:9])=[CH:4][CH:3]=1.[CH2:11]([O:13][C:14](=[O:20])[C@H:15]([CH:17]([CH3:19])[CH3:18])[NH2:16])[CH3:12].CCN(CC)CC.CN1CCCC1=O. Product: [N+:8]([C:5]1[CH:6]=[CH:7][C:2]([NH:16][CH:15]([CH:17]([CH3:19])[CH3:18])[C:14]([O:13][CH2:11][CH3:12])=[O:20])=[CH:3][CH:4]=1)([O-:10])=[O:9]. The catalyst class is: 6. (2) Reactant: CCCC[N+](CCCC)(CCCC)CCCC.[F-].[S:19]1[C:23]([C:24]([N:26]2[CH2:31][C:30]3([CH2:36][CH2:35][N:34]([CH2:37][C:38]4[CH:43]=[CH:42][CH:41]=[C:40]([CH2:44][CH2:45][O:46][Si](C(C)(C)C)(C)C)[C:39]=4[F:54])[CH2:33][CH2:32]3)[O:29][CH2:28][CH2:27]2)=[O:25])=[CH:22][C:21]2[CH:55]=[CH:56][CH:57]=[CH:58][C:20]1=2. Product: [S:19]1[C:23]([C:24]([N:26]2[CH2:31][C:30]3([CH2:36][CH2:35][N:34]([CH2:37][C:38]4[CH:43]=[CH:42][CH:41]=[C:40]([CH2:44][CH2:45][OH:46])[C:39]=4[F:54])[CH2:33][CH2:32]3)[O:29][CH2:28][CH2:27]2)=[O:25])=[CH:22][C:21]2[CH:55]=[CH:56][CH:57]=[CH:58][C:20]1=2. The catalyst class is: 1. (3) Reactant: [CH:1](=O)[C:2]1[CH:7]=[CH:6][CH:5]=[CH:4][CH:3]=1.[C:9](#[N:13])[CH2:10][C:11]#[N:12].C(N(CC)CC)C.[CH3:21][N:22]1[C:26](=[O:27])[CH2:25][C:24]([CH3:28])=[N:23]1. Product: [NH2:12][C:11]1[O:27][C:26]2[N:22]([CH3:21])[N:23]=[C:24]([CH3:28])[C:25]=2[CH:1]([C:2]2[CH:7]=[CH:6][CH:5]=[CH:4][CH:3]=2)[C:10]=1[C:9]#[N:13]. The catalyst class is: 8. (4) Reactant: C[O:2][C:3](=[O:31])[CH2:4][O:5][C:6]1[CH:11]=[CH:10][C:9]([S:12][CH2:13][CH:14]=[C:15]([C:23]2[CH:28]=[CH:27][C:26]([Br:29])=[CH:25][CH:24]=2)[C:16]2[CH:21]=[CH:20][C:19]([Br:22])=[CH:18][CH:17]=2)=[CH:8][C:7]=1[Cl:30].[OH-].[Na+].Cl. Product: [Br:22][C:19]1[CH:18]=[CH:17][C:16]([C:15]([C:23]2[CH:24]=[CH:25][C:26]([Br:29])=[CH:27][CH:28]=2)=[CH:14][CH2:13][S:12][C:9]2[CH:10]=[CH:11][C:6]([O:5][CH2:4][C:3]([OH:31])=[O:2])=[C:7]([Cl:30])[CH:8]=2)=[CH:21][CH:20]=1. The catalyst class is: 8.